Dataset: Forward reaction prediction with 1.9M reactions from USPTO patents (1976-2016). Task: Predict the product of the given reaction. (1) Given the reactants [Cl:1][C:2]1[C:3]2[N:4]([CH:12]=[C:13]([C:15]([OH:17])=O)[N:14]=2)[CH:5]=[C:6]([C:8]([F:11])([F:10])[F:9])[CH:7]=1.CCN=C=NCCCN(C)C.Cl.C1C=CC2N(O)N=NC=2C=1.O[N:41]=[C:42]([C:44]1[C:45]2[CH:46]=[CH:47][NH:48][C:49]=2[CH:50]=[CH:51][CH:52]=1)[NH2:43], predict the reaction product. The product is: [Cl:1][C:2]1[C:3]2[N:4]([CH:12]=[C:13]([C:15]3[O:17][N:43]=[C:42]([C:44]4[CH:52]=[CH:51][CH:50]=[C:49]5[C:45]=4[CH:46]=[CH:47][NH:48]5)[N:41]=3)[N:14]=2)[CH:5]=[C:6]([C:8]([F:9])([F:10])[F:11])[CH:7]=1. (2) The product is: [Br:1][C:2]1[CH:3]=[CH:4][C:5]([O:6][CH:7]2[CH2:8][CH2:9][C:10]3([C:13](=[O:15])[N:24]([C@H:25]4[CH2:30][CH2:29][C@H:28]([OH:31])[CH2:27][CH2:26]4)[CH2:19][CH2:18]3)[CH2:11][CH2:12]2)=[CH:21][CH:22]=1. Given the reactants [Br:1][C:2]1[CH:22]=[CH:21][C:5]([O:6][CH:7]2[CH2:12][CH2:11][C:10]([CH2:18][CH:19]=O)([C:13]([O:15]CC)=O)[CH2:9][CH2:8]2)=[CH:4][CH:3]=1.Cl.[NH2:24][C@H:25]1[CH2:30][CH2:29][C@H:28]([OH:31])[CH2:27][CH2:26]1.C(N(CC)CC)C.C(O[BH-](OC(=O)C)OC(=O)C)(=O)C.[Na+], predict the reaction product. (3) Given the reactants [O:1]1[CH2:5][CH2:4][C@@H:3]([OH:6])[CH2:2]1.Cl[C:8]1[S:9][CH:10]=[CH:11][C:12]=1[N+:13]([O-])=O, predict the reaction product. The product is: [O:1]1[CH2:5][CH2:4][C@@H:3]([O:6][C:8]2[S:9][CH:10]=[CH:11][C:12]=2[NH2:13])[CH2:2]1. (4) Given the reactants Br[C:2]1[CH:9]=[C:8]([F:10])[CH:7]=[C:6]([N:11]2[CH:23]=[CH:22][N:14]3[C:15]4[CH2:16][CH2:17][CH2:18][CH2:19][C:20]=4[CH:21]=[C:13]3[C:12]2=[O:24])[C:3]=1[CH:4]=[O:5].[CH2:25]([C@H:27]1[CH2:32][N:31]([CH:33]2[CH2:36][O:35][CH2:34]2)[CH2:30][CH2:29][N:28]1[C:37]1[CH:38]=[CH:39][C:40]([NH:43][C:44]2[C:45](=[O:60])[N:46]([CH3:59])[CH:47]=[C:48](B3OC(C)(C)C(C)(C)O3)[CH:49]=2)=[N:41][CH:42]=1)[CH3:26].[O-]P([O-])([O-])=O.[K+].[K+].[K+].C([O-])(=O)C.[Na+], predict the reaction product. The product is: [CH2:25]([C@H:27]1[CH2:32][N:31]([CH:33]2[CH2:34][O:35][CH2:36]2)[CH2:30][CH2:29][N:28]1[C:37]1[CH:38]=[CH:39][C:40]([NH:43][C:44]2[C:45](=[O:60])[N:46]([CH3:59])[CH:47]=[C:48]([C:2]3[CH:9]=[C:8]([F:10])[CH:7]=[C:6]([N:11]4[CH:23]=[CH:22][N:14]5[C:15]6[CH2:16][CH2:17][CH2:18][CH2:19][C:20]=6[CH:21]=[C:13]5[C:12]4=[O:24])[C:3]=3[CH:4]=[O:5])[CH:49]=2)=[N:41][CH:42]=1)[CH3:26]. (5) Given the reactants [CH:1]([S:4]([N:7]1[C:11]2[CH:12]=[C:13]([C:16]3[N:20]([CH:21]4[CH2:26][CH2:25][CH:24]([NH:27]C(OC(C)(C)C)=O)[CH2:23][CH2:22]4)[CH:19]=[N:18][C:17]=3[C:35]3[CH:40]=[CH:39][CH:38]=[CH:37][CH:36]=3)[CH:14]=[CH:15][C:10]=2[N:9]=[C:8]1[NH2:41])(=[O:6])=[O:5])([CH3:3])[CH3:2].[ClH:42], predict the reaction product. The product is: [ClH:42].[CH:1]([S:4]([N:7]1[C:11]2[CH:12]=[C:13]([C:16]3[N:20]([CH:21]4[CH2:26][CH2:25][CH:24]([NH2:27])[CH2:23][CH2:22]4)[CH:19]=[N:18][C:17]=3[C:35]3[CH:36]=[CH:37][CH:38]=[CH:39][CH:40]=3)[CH:14]=[CH:15][C:10]=2[N:9]=[C:8]1[NH2:41])(=[O:5])=[O:6])([CH3:3])[CH3:2]. (6) Given the reactants FC(F)(F)S(O[C:7]1[CH:12]=[CH:11][C:10]([CH:13]([CH3:18])[C:14]([O:16]C)=[O:15])=[CH:9][CH:8]=1)(=O)=O.[CH:21]1([CH2:24][NH2:25])[CH2:23][CH2:22]1, predict the reaction product. The product is: [CH:21]1([CH2:24][NH:25][C:7]2[CH:12]=[CH:11][C:10]([CH:13]([CH3:18])[C:14]([OH:16])=[O:15])=[CH:9][CH:8]=2)[CH2:23][CH2:22]1. (7) Given the reactants [F:1][C:2]1[CH:3]=[CH:4][C:5]([C:8]2[CH:13]=[CH:12][C:11]([CH2:14][C:15]([C:18]3[NH:19][CH:20]=[C:21]([CH2:23][C:24]([CH3:31])([C:27]([F:30])([F:29])[F:28])[CH:25]=[CH2:26])[N:22]=3)([OH:17])[CH3:16])=[CH:10][CH:9]=2)=[N:6][CH:7]=1, predict the reaction product. The product is: [F:1][C:2]1[CH:3]=[CH:4][C:5]([C:8]2[CH:9]=[CH:10][C:11]([CH2:14][C:15]([C:18]3[NH:19][CH:20]=[C:21]([CH2:23][C:24]([CH3:31])([C:27]([F:30])([F:29])[F:28])[CH2:25][CH3:26])[N:22]=3)([OH:17])[CH3:16])=[CH:12][CH:13]=2)=[N:6][CH:7]=1. (8) Given the reactants [F:1][C:2]([F:15])([F:14])[S:3]([O:6]S(C(F)(F)F)(=O)=O)(=[O:5])=[O:4].[Cl:16][C:17]1[CH:22]=[CH:21][C:20]2=[N:23][C:24]3[C:37]4[CH:36]=[CH:35][CH:34]=[CH:33][C:32]=4[N:31]([CH3:38])[C:30]4[C:25]=3[C:26]([CH:27]=[C:28](O)[CH:29]=4)=[C:19]2[CH:18]=1, predict the reaction product. The product is: [Cl:16][C:17]1[CH:22]=[CH:21][C:20]2=[N:23][C:24]3[C:37]4[CH:36]=[CH:35][CH:34]=[CH:33][C:32]=4[N:31]([CH3:38])[C:30]4[C:25]=3[C:26]([CH:27]=[C:28]([O:6][S:3]([C:2]([F:15])([F:14])[F:1])(=[O:5])=[O:4])[CH:29]=4)=[C:19]2[CH:18]=1. (9) Given the reactants [CH2:1]([NH:8][C:9]([C:11]1[S:15][C:14]([NH2:16])=[N:13][C:12]=1[CH2:17][N:18]1[CH2:23][CH2:22][O:21][CH2:20][CH2:19]1)=[O:10])[C:2]1[CH:7]=[CH:6][CH:5]=[CH:4][CH:3]=1.[C:24](Cl)(=[O:33])[CH2:25][CH2:26][C:27]1[CH:32]=[CH:31][CH:30]=[CH:29][CH:28]=1.C(N(CC)CC)C, predict the reaction product. The product is: [CH2:1]([NH:8][C:9]([C:11]1[S:15][C:14]([NH:16][C:24](=[O:33])[CH2:25][CH2:26][C:27]2[CH:32]=[CH:31][CH:30]=[CH:29][CH:28]=2)=[N:13][C:12]=1[CH2:17][N:18]1[CH2:23][CH2:22][O:21][CH2:20][CH2:19]1)=[O:10])[C:2]1[CH:7]=[CH:6][CH:5]=[CH:4][CH:3]=1. (10) Given the reactants [C:1]([O:5][C:6]([N:8]1[CH2:12][C@@H:11]([NH:13][C:14]([C:16]2[C:24]3[C:19](=[CH:20][CH:21]=[CH:22][CH:23]=3)[N:18]([CH:25]([CH3:27])[CH3:26])[N:17]=2)=[O:15])[CH2:10][C@H:9]1[CH2:28][C:29](O)=[O:30])=[O:7])([CH3:4])([CH3:3])[CH3:2].[NH:32]1[CH2:37][CH2:36][O:35][CH2:34][CH2:33]1, predict the reaction product. The product is: [CH:25]([N:18]1[C:19]2[C:24](=[CH:23][CH:22]=[CH:21][CH:20]=2)[C:16]([C:14]([NH:13][C@@H:11]2[CH2:12][N:8]([C:6]([O:5][C:1]([CH3:2])([CH3:4])[CH3:3])=[O:7])[C@H:9]([CH2:28][C:29]([N:32]3[CH2:37][CH2:36][O:35][CH2:34][CH2:33]3)=[O:30])[CH2:10]2)=[O:15])=[N:17]1)([CH3:27])[CH3:26].